Dataset: Full USPTO retrosynthesis dataset with 1.9M reactions from patents (1976-2016). Task: Predict the reactants needed to synthesize the given product. Given the product [F:1][C:2]1[C:15]2[O:14][C:13]3[C:8](=[CH:9][C:10]([C:33]4[CH:38]=[N:37][CH:36]=[C:35]([C:39]#[C:40][CH3:41])[N:34]=4)=[CH:11][CH:12]=3)[C@@:7]3([CH2:28][O:27][C:26]([NH2:29])=[N:25]3)[C:6]=2[CH:5]=[C:4]([O:30][CH3:31])[CH:3]=1, predict the reactants needed to synthesize it. The reactants are: [F:1][C:2]1[C:15]2[O:14][C:13]3[C:8](=[CH:9][C:10](B4OC(C)(C)C(C)(C)O4)=[CH:11][CH:12]=3)[C@@:7]3([CH2:28][O:27][C:26]([NH2:29])=[N:25]3)[C:6]=2[CH:5]=[C:4]([O:30][CH3:31])[CH:3]=1.Cl[C:33]1[CH:38]=[N:37][CH:36]=[C:35]([C:39]#[C:40][CH3:41])[N:34]=1.C(=O)([O-])[O-].[K+].[K+].